This data is from Full USPTO retrosynthesis dataset with 1.9M reactions from patents (1976-2016). The task is: Predict the reactants needed to synthesize the given product. (1) Given the product [C:1]([C:3]1[CH:4]=[C:5]([S:23]([NH:26][C:27]2[CH:32]=[CH:31][N:30]=[CH:29][N:28]=2)(=[O:24])=[O:25])[CH:6]=[CH:7][C:8]=1[O:9][C@H:10]1[CH2:16][CH2:15][CH2:14][CH2:13][CH2:12][C@@H:11]1[C:17]1[N:21]([CH3:22])[N:20]=[CH:19][CH:18]=1)#[N:2], predict the reactants needed to synthesize it. The reactants are: [C:1]([C:3]1[CH:4]=[C:5]([S:23]([N:26](CC2C=CC(OC)=CC=2OC)[C:27]2[CH:32]=[CH:31][N:30]=[CH:29][N:28]=2)(=[O:25])=[O:24])[CH:6]=[CH:7][C:8]=1[O:9][C@H:10]1[CH2:16][CH2:15][CH2:14][CH2:13][CH2:12][C@@H:11]1[C:17]1[N:21]([CH3:22])[N:20]=[CH:19][CH:18]=1)#[N:2].C([SiH](CC)CC)C.FC(F)(F)C(O)=O. (2) Given the product [Cl:25][C:24]1[CH:23]=[N:22][C:21]2[NH:3][C:4]3[N:5]=[CH:6][CH:7]=[C:8]([CH:9]=3)[CH2:10][CH2:11][C:12]3[CH:13]=[C:14]([NH:18][C:19]=1[N:20]=2)[CH:15]=[CH:16][CH:17]=3, predict the reactants needed to synthesize it. The reactants are: Cl.Cl.[NH2:3][C:4]1[CH:9]=[C:8]([CH2:10][CH2:11][C:12]2[CH:13]=[C:14]([NH:18][C:19]3[C:24]([Cl:25])=[CH:23][N:22]=[C:21](Cl)[N:20]=3)[CH:15]=[CH:16][CH:17]=2)[CH:7]=[CH:6][N:5]=1.C(N(CC)CC)C.CC1(C)C2C=CC=C(P(C3C=CC=CC=3)C3C=CC=CC=3)C=2OC2C1=CC=CC=2P(C1C=CC=CC=1)C1C=CC=CC=1.C(=O)([O-])[O-].[Cs+].[Cs+]. (3) Given the product [O:9]=[C:7]1[NH:30][CH:29]=[N:1][C:2]2[C:3]([CH:12]3[CH2:17][CH2:16][N:15]([C:18]([O:20][C:21]([CH3:23])([CH3:24])[CH3:22])=[O:19])[CH2:14][CH2:13]3)=[CH:4][NH:5][C:6]1=2, predict the reactants needed to synthesize it. The reactants are: [NH2:1][C:2]1[C:3]([CH:12]2[CH2:17][CH2:16][N:15]([C:18]([O:20][C:21]([CH3:24])([CH3:23])[CH3:22])=[O:19])[CH2:14][CH2:13]2)=[CH:4][NH:5][C:6]=1[C:7]([O:9]CC)=O.C(O)(=O)C.[CH:29](N)=[NH:30]. (4) Given the product [F:31][C:27]1[CH:26]=[C:25]2[C:30]([C:22]([NH:21][C:15]([NH:16][CH2:17][CH:18]([CH3:20])[CH3:19])=[N:14][C:12](=[O:13])[C:11]3[CH:32]=[CH:33][CH:34]=[C:9]([OH:8])[CH:10]=3)=[N:23][NH:24]2)=[CH:29][CH:28]=1, predict the reactants needed to synthesize it. The reactants are: C([O:8][C:9]1[CH:10]=[C:11]([CH:32]=[CH:33][CH:34]=1)[C:12](/[N:14]=[C:15](\[NH:21][C:22]1[C:30]2[C:25](=[CH:26][C:27]([F:31])=[CH:28][CH:29]=2)[NH:24][N:23]=1)/[NH:16][CH2:17][CH:18]([CH3:20])[CH3:19])=[O:13])C1C=CC=CC=1.C([O-])=O.[NH4+]. (5) Given the product [CH2:13]([S:20][C:2]1[S:3][CH:4]=[CH:5][N:6]=1)[C:14]1[CH:19]=[CH:18][CH:17]=[CH:16][CH:15]=1, predict the reactants needed to synthesize it. The reactants are: Br[C:2]1[S:3][CH:4]=[CH:5][N:6]=1.C([O-])([O-])=O.[K+].[K+].[CH2:13]([SH:20])[C:14]1[CH:19]=[CH:18][CH:17]=[CH:16][CH:15]=1.